This data is from Reaction yield outcomes from USPTO patents with 853,638 reactions. The task is: Predict the reaction yield, written as a fraction of the theoretical maximum amount of product (1.0 means a 100% yield; for example, 0.34 means a 34% yield). (1) The product is [O:21]=[C:15]1[CH:14]([N:7]2[CH2:6][C:5]3[C:9](=[CH:10][CH:11]=[CH:12][C:4]=3[CH2:3][NH:2][C:33]([NH:32][C:23]3[CH:24]=[CH:25][C:26]4[C:31](=[CH:30][CH:29]=[CH:28][CH:27]=4)[CH:22]=3)=[O:34])[C:8]2=[O:13])[CH2:19][CH2:18][C:17](=[O:20])[NH:16]1. The reactants are Cl.[NH2:2][CH2:3][C:4]1[CH:12]=[CH:11][CH:10]=[C:9]2[C:5]=1[CH2:6][N:7]([CH:14]1[CH2:19][CH2:18][C:17](=[O:20])[NH:16][C:15]1=[O:21])[C:8]2=[O:13].[CH:22]1[C:31]2[C:26](=[CH:27][CH:28]=[CH:29][CH:30]=2)[CH:25]=[CH:24][C:23]=1[N:32]=[C:33]=[O:34].C(N(CC)CC)C. The catalyst is C1COCC1. The yield is 0.630. (2) The reactants are [CH3:1][O:2][C:3]1[CH:4]=[C:5]2[C:10](=[CH:11][C:12]=1[O:13][CH3:14])[N:9]=[CH:8][N:7]=[C:6]2[O:15][C:16]1[CH:22]=[CH:21][C:19]([NH2:20])=[C:18]([F:23])[CH:17]=1.ClC(Cl)(O[C:28](=[O:34])OC(Cl)(Cl)Cl)Cl.[CH2:36]([NH2:40])[CH2:37][CH2:38][CH3:39].CO. The catalyst is C(Cl)(Cl)Cl.C(N(CC)CC)C. The product is [CH2:36]([NH:40][C:28]([NH:20][C:19]1[CH:21]=[CH:22][C:16]([O:15][C:6]2[C:5]3[C:10](=[CH:11][C:12]([O:13][CH3:14])=[C:3]([O:2][CH3:1])[CH:4]=3)[N:9]=[CH:8][N:7]=2)=[CH:17][C:18]=1[F:23])=[O:34])[CH2:37][CH2:38][CH3:39]. The yield is 0.380. (3) The reactants are [CH2:1]([C@@:4]1([C:20]2[CH:25]=[CH:24][C:23]([F:26])=[CH:22][CH:21]=2)[O:9][C:8](=[O:10])[N:7]([C@H:11]([C:13]2[CH:18]=[CH:17][C:16](Br)=[CH:15][CH:14]=2)[CH3:12])[CH2:6][CH2:5]1)[CH:2]=[CH2:3].[NH2:27][C:28]1[N:33]=[CH:32][C:31](B(O)O)=[CH:30][CH:29]=1.C([O-])([O-])=O.[Cs+].[Cs+]. The catalyst is O1CCOCC1.Cl[Pd](Cl)([P](C1C=CC=CC=1)(C1C=CC=CC=1)C1C=CC=CC=1)[P](C1C=CC=CC=1)(C1C=CC=CC=1)C1C=CC=CC=1. The product is [CH2:1]([C@@:4]1([C:20]2[CH:25]=[CH:24][C:23]([F:26])=[CH:22][CH:21]=2)[O:9][C:8](=[O:10])[N:7]([C@H:11]([C:13]2[CH:18]=[CH:17][C:16]([C:31]3[CH:32]=[N:33][C:28]([NH2:27])=[CH:29][CH:30]=3)=[CH:15][CH:14]=2)[CH3:12])[CH2:6][CH2:5]1)[CH:2]=[CH2:3]. The yield is 0.900. (4) The reactants are [NH2:1][C@@H:2]1[C@@H:7]([CH3:8])[CH2:6][C@@H:5]([C:9]2[CH:14]=[CH:13][N:12]=[CH:11][C:10]=2[NH:15][C:16](=[O:32])[C:17]2[CH:22]=[CH:21][C:20]([F:23])=[C:19]([C:24]3[C:29]([F:30])=[CH:28][CH:27]=[CH:26][C:25]=3[F:31])[N:18]=2)[CH2:4][C@H:3]1[NH:33]C(=O)OC(C)(C)C.[CH3:41][S:42](Cl)(=[O:44])=[O:43]. No catalyst specified. The product is [NH2:33][C@H:3]1[C@H:2]([NH:1][S:42]([CH3:41])(=[O:44])=[O:43])[C@@H:7]([CH3:8])[CH2:6][C@@H:5]([C:9]2[CH:14]=[CH:13][N:12]=[CH:11][C:10]=2[NH:15][C:16](=[O:32])[C:17]2[CH:22]=[CH:21][C:20]([F:23])=[C:19]([C:24]3[C:25]([F:31])=[CH:26][CH:27]=[CH:28][C:29]=3[F:30])[N:18]=2)[CH2:4]1. The yield is 0.130. (5) The reactants are [CH2:1]([N:3]([CH2:14][CH3:15])[CH2:4][CH2:5][O:6][C:7]1[CH:12]=[CH:11][C:10]([NH2:13])=[CH:9][CH:8]=1)[CH3:2].[CH3:16][C:17]1[CH:25]=[CH:24][CH:23]=[C:22]2[C:18]=1[C:19](=[CH:27]O)[C:20](=[O:26])[NH:21]2. No catalyst specified. The product is [CH2:14]([N:3]([CH2:1][CH3:2])[CH2:4][CH2:5][O:6][C:7]1[CH:8]=[CH:9][C:10]([NH:13][CH:27]=[C:19]2[C:18]3[C:22](=[CH:23][CH:24]=[CH:25][C:17]=3[CH3:16])[NH:21][C:20]2=[O:26])=[CH:11][CH:12]=1)[CH3:15]. The yield is 0.230. (6) The reactants are Br[C:2]1[CH:7]=[C:6]([Cl:8])[N:5]=[N:4][C:3]=1[NH2:9].Br[CH2:11][C:12]([C:14]1[CH:15]=[N:16][C:17]([CH3:20])=[CH:18][CH:19]=1)=O.[NH:21]1[CH2:26][CH2:25][O:24][CH2:23][CH2:22]1. The catalyst is C(O)C. The product is [Cl:8][C:6]1[CH:7]=[C:2]([N:21]2[CH2:26][CH2:25][O:24][CH2:23][CH2:22]2)[C:3]2[N:4]([CH:11]=[C:12]([C:14]3[CH:15]=[N:16][C:17]([CH3:20])=[CH:18][CH:19]=3)[N:9]=2)[N:5]=1. The yield is 0.390. (7) The reactants are Cl.[S:2]([N:12]1[C:16]2=[N:17][CH:18]=[C:19]([C:21]([O:23]C)=[O:22])[N:20]=[C:15]2[CH:14]=[CH:13]1)([C:5]1[CH:11]=[CH:10][C:8]([CH3:9])=[CH:7][CH:6]=1)(=[O:4])=[O:3]. The catalyst is O1CCOCC1. The product is [S:2]([N:12]1[C:16]2=[N:17][CH:18]=[C:19]([C:21]([OH:23])=[O:22])[N:20]=[C:15]2[CH:14]=[CH:13]1)([C:5]1[CH:6]=[CH:7][C:8]([CH3:9])=[CH:10][CH:11]=1)(=[O:4])=[O:3]. The yield is 0.850. (8) The reactants are Cl[C:2](=[O:8])[C:3]([O:5][CH2:6][CH3:7])=[O:4].[Cl-].[Al+3].[Cl-].[Cl-].[Br:13][C:14]1[CH:18]=[C:17]([CH3:19])[S:16][C:15]=1[CH3:20].O. The catalyst is ClCCl. The product is [Br:13][C:14]1[C:18]([C:2](=[O:8])[C:3]([O:5][CH2:6][CH3:7])=[O:4])=[C:17]([CH3:19])[S:16][C:15]=1[CH3:20]. The yield is 0.500.